From a dataset of Full USPTO retrosynthesis dataset with 1.9M reactions from patents (1976-2016). Predict the reactants needed to synthesize the given product. (1) Given the product [N:27](=[C:12](/[C:14]1[CH:19]=[C:18]([O:20][CH3:21])[C:17]([O:22][CH3:23])=[C:16]([O:24][CH3:25])[CH:15]=1)\[C:10]1[N:11]=[C:7]([C:1]2[CH:6]=[CH:5][CH:4]=[CH:3][CH:2]=2)[S:8][CH:9]=1)\[NH2:28], predict the reactants needed to synthesize it. The reactants are: [C:1]1([C:7]2[S:8][CH:9]=[C:10]([C:12]([C:14]3[CH:19]=[C:18]([O:20][CH3:21])[C:17]([O:22][CH3:23])=[C:16]([O:24][CH3:25])[CH:15]=3)=O)[N:11]=2)[CH:6]=[CH:5][CH:4]=[CH:3][CH:2]=1.O.[NH2:27][NH2:28]. (2) Given the product [C:4]([NH:3][N:2]=[C:13]([C:14]([O:16][CH3:17])=[O:15])[C:8]([CH3:19])([CH3:7])[C:9]([O:11][CH3:12])=[O:10])(=[O:5])[NH2:6], predict the reactants needed to synthesize it. The reactants are: Cl.[NH2:2][NH:3][C:4]([NH2:6])=[O:5].[CH3:7][C:8]([CH3:19])([C:13](=O)[C:14]([O:16][CH3:17])=[O:15])[C:9]([O:11][CH3:12])=[O:10].C([O-])(=O)C.[Na+]. (3) Given the product [Cl:18][C:12]1[CH:13]=[CH:14][CH:15]=[C:16]2[C:11]=1[N:10]([CH2:19][C:20]1[CH:25]=[CH:24][C:23]([F:26])=[CH:22][CH:21]=1)[C:9]1[C:8]([O:27][CH3:28])=[CH:7][CH:6]=[C:5]([C:3]([OH:4])=[O:2])[C:17]2=1, predict the reactants needed to synthesize it. The reactants are: C[O:2][C:3]([C:5]1[C:17]2[C:16]3[C:11](=[C:12]([Cl:18])[CH:13]=[CH:14][CH:15]=3)[N:10]([CH2:19][C:20]3[CH:25]=[CH:24][C:23]([F:26])=[CH:22][CH:21]=3)[C:9]=2[C:8]([O:27][CH3:28])=[CH:7][CH:6]=1)=[O:4]. (4) Given the product [Cl:20][C:15]1[CH:14]=[C:13]([NH:12][C:10]2[C:9]3[C:4](=[CH:5][CH:6]=[C:7]([C:21]#[C:22][CH2:23][N:24]([CH3:26])[CH3:25])[CH:8]=3)[N:3]=[C:2]([C:29]3[CH:28]=[N:27][CH:32]=[CH:31][CH:30]=3)[N:11]=2)[CH:18]=[CH:17][C:16]=1[F:19], predict the reactants needed to synthesize it. The reactants are: Cl[C:2]1[N:11]=[C:10]([NH:12][C:13]2[CH:18]=[CH:17][C:16]([F:19])=[C:15]([Cl:20])[CH:14]=2)[C:9]2[C:4](=[CH:5][CH:6]=[C:7]([C:21]#[C:22][CH2:23][N:24]([CH3:26])[CH3:25])[CH:8]=2)[N:3]=1.[N:27]1[CH:32]=[CH:31][CH:30]=[C:29](B(O)O)[CH:28]=1.C([O-])([O-])=O.[K+].[K+].O. (5) Given the product [CH3:18][O:13][C:7]1([CH2:6][C:5]2[CH:4]=[CH:3][C:2]([Br:1])=[CH:15][CH:14]=2)[CH2:12][CH2:11][CH2:10][CH2:9][CH2:8]1, predict the reactants needed to synthesize it. The reactants are: [Br:1][C:2]1[CH:15]=[CH:14][C:5]([CH2:6][C:7]2([OH:13])[CH2:12][CH2:11][CH2:10][CH2:9][CH2:8]2)=[CH:4][CH:3]=1.[H-].[Na+].[CH3:18]I.O. (6) Given the product [F:1][C:2]1[C:10]2[C:5](=[CH:6][CH:7]=[C:8]([C:11]3[CH:12]=[C:13]([NH:17][C@H:18]([C:26]4[CH:31]=[CH:30][CH:29]=[CH:28][CH:27]=4)[CH2:19][NH:20][CH2:21][CH2:22][O:23][CH3:24])[CH:14]=[N:15][CH:16]=3)[CH:9]=2)[NH:4][N:3]=1, predict the reactants needed to synthesize it. The reactants are: [F:1][C:2]1[C:10]2[C:5](=[CH:6][CH:7]=[C:8]([C:11]3[CH:12]=[C:13]([NH:17][C@H:18]([C:26]4[CH:31]=[CH:30][CH:29]=[CH:28][CH:27]=4)[CH2:19][NH:20][C:21](=O)[CH2:22][O:23][CH3:24])[CH:14]=[N:15][CH:16]=3)[CH:9]=2)[NH:4][N:3]=1. (7) Given the product [O:1]1[CH:5]=[CH:4][CH:3]=[C:2]1[C:6]([NH:21][C@H:22]([C:33]1[NH:34][CH:35]=[C:36]([C:38]2[CH:43]=[CH:42][CH:41]=[CH:40][CH:39]=2)[N:37]=1)[CH2:23][C:24]1[C:32]2[C:27](=[CH:28][CH:29]=[CH:30][CH:31]=2)[NH:26][CH:25]=1)=[O:8], predict the reactants needed to synthesize it. The reactants are: [O:1]1[CH:5]=[CH:4][CH:3]=[C:2]1[C:6]([OH:8])=O.C(N1C=CN=C1)(N1C=CN=C1)=O.[NH2:21][C@H:22]([C:33]1[NH:34][CH:35]=[C:36]([C:38]2[CH:43]=[CH:42][CH:41]=[CH:40][CH:39]=2)[N:37]=1)[CH2:23][C:24]1[C:32]2[C:27](=[CH:28][CH:29]=[CH:30][CH:31]=2)[NH:26][CH:25]=1.